Task: Regression. Given two drug SMILES strings and cell line genomic features, predict the synergy score measuring deviation from expected non-interaction effect.. Dataset: NCI-60 drug combinations with 297,098 pairs across 59 cell lines (1) Drug 1: CC1=C(C(=CC=C1)Cl)NC(=O)C2=CN=C(S2)NC3=CC(=NC(=N3)C)N4CCN(CC4)CCO. Drug 2: C1=CN(C=N1)CC(O)(P(=O)(O)O)P(=O)(O)O. Cell line: SK-OV-3. Synergy scores: CSS=28.2, Synergy_ZIP=0.396, Synergy_Bliss=0.00918, Synergy_Loewe=-18.4, Synergy_HSA=0.613. (2) Cell line: NCI-H322M. Synergy scores: CSS=-0.710, Synergy_ZIP=1.55, Synergy_Bliss=2.61, Synergy_Loewe=-0.120, Synergy_HSA=0.104. Drug 2: C(CN)CNCCSP(=O)(O)O. Drug 1: CC1=C(C=C(C=C1)C(=O)NC2=CC(=CC(=C2)C(F)(F)F)N3C=C(N=C3)C)NC4=NC=CC(=N4)C5=CN=CC=C5. (3) Drug 1: CC(C1=C(C=CC(=C1Cl)F)Cl)OC2=C(N=CC(=C2)C3=CN(N=C3)C4CCNCC4)N. Drug 2: CC1=C(C=C(C=C1)NC(=O)C2=CC=C(C=C2)CN3CCN(CC3)C)NC4=NC=CC(=N4)C5=CN=CC=C5. Cell line: MDA-MB-231. Synergy scores: CSS=2.22, Synergy_ZIP=-2.11, Synergy_Bliss=-3.06, Synergy_Loewe=-7.09, Synergy_HSA=-2.89. (4) Drug 1: C1=NC2=C(N1)C(=S)N=CN2. Drug 2: C1CCC(C(C1)N)N.C(=O)(C(=O)[O-])[O-].[Pt+4]. Cell line: CAKI-1. Synergy scores: CSS=48.2, Synergy_ZIP=-5.78, Synergy_Bliss=-7.68, Synergy_Loewe=-8.46, Synergy_HSA=-2.55. (5) Drug 1: CC1=C2C(C(=O)C3(C(CC4C(C3C(C(C2(C)C)(CC1OC(=O)C(C(C5=CC=CC=C5)NC(=O)C6=CC=CC=C6)O)O)OC(=O)C7=CC=CC=C7)(CO4)OC(=O)C)O)C)OC(=O)C. Drug 2: CC12CCC3C(C1CCC2OP(=O)(O)O)CCC4=C3C=CC(=C4)OC(=O)N(CCCl)CCCl.[Na+]. Cell line: UACC62. Synergy scores: CSS=74.0, Synergy_ZIP=12.1, Synergy_Bliss=14.0, Synergy_Loewe=-10.9, Synergy_HSA=14.1. (6) Drug 1: CC1CCC2CC(C(=CC=CC=CC(CC(C(=O)C(C(C(=CC(C(=O)CC(OC(=O)C3CCCCN3C(=O)C(=O)C1(O2)O)C(C)CC4CCC(C(C4)OC)O)C)C)O)OC)C)C)C)OC. Drug 2: CC1=C(C(=O)C2=C(C1=O)N3CC4C(C3(C2COC(=O)N)OC)N4)N. Cell line: K-562. Synergy scores: CSS=27.5, Synergy_ZIP=1.34, Synergy_Bliss=5.15, Synergy_Loewe=-2.08, Synergy_HSA=1.17. (7) Drug 1: C1=CC(=CC=C1CC(C(=O)O)N)N(CCCl)CCCl.Cl. Drug 2: CC(C)(C#N)C1=CC(=CC(=C1)CN2C=NC=N2)C(C)(C)C#N. Cell line: MDA-MB-231. Synergy scores: CSS=14.8, Synergy_ZIP=-2.59, Synergy_Bliss=1.50, Synergy_Loewe=0.779, Synergy_HSA=1.04. (8) Drug 1: CN(C)N=NC1=C(NC=N1)C(=O)N. Drug 2: C1=CC=C(C=C1)NC(=O)CCCCCCC(=O)NO. Cell line: SNB-75. Synergy scores: CSS=8.65, Synergy_ZIP=-2.09, Synergy_Bliss=-0.0947, Synergy_Loewe=-34.5, Synergy_HSA=-1.76. (9) Drug 2: CCCCC(=O)OCC(=O)C1(CC(C2=C(C1)C(=C3C(=C2O)C(=O)C4=C(C3=O)C=CC=C4OC)O)OC5CC(C(C(O5)C)O)NC(=O)C(F)(F)F)O. Synergy scores: CSS=64.0, Synergy_ZIP=1.21, Synergy_Bliss=-3.67, Synergy_Loewe=-8.17, Synergy_HSA=-3.09. Cell line: HL-60(TB). Drug 1: C1C(C(OC1N2C=NC3=C(N=C(N=C32)Cl)N)CO)O.